The task is: Predict which catalyst facilitates the given reaction.. This data is from Catalyst prediction with 721,799 reactions and 888 catalyst types from USPTO. (1) Reactant: [NH2:1][C:2]1[S:3][C:4]([C:12]2[CH:17]=[CH:16][N:15]=[CH:14][CH:13]=2)=[CH:5][C:6]=1[C:7]([O:9]CC)=[O:8].O.[OH-].[Li+]. Product: [NH2:1][C:2]1[S:3][C:4]([C:12]2[CH:13]=[CH:14][N:15]=[CH:16][CH:17]=2)=[CH:5][C:6]=1[C:7]([OH:9])=[O:8]. The catalyst class is: 88. (2) Reactant: C([O:9][C@@H:10]([C:27]1[CH:32]=[CH:31][CH:30]=[CH:29][CH:28]=1)[C@H:11](OCC(OC(C)(C)C)=O)[C:12]1[CH:17]=[CH:16][CH:15]=[CH:14][CH:13]=1)(=O)C1C=CC=CC=1.[OH-].[Na+].Cl.F[C:37](F)(F)[C:38]([OH:40])=[O:39]. Product: [C:27]1([C@H:10]2[C@@H:11]([C:12]3[CH:13]=[CH:14][CH:15]=[CH:16][CH:17]=3)[O:40][C:38](=[O:39])[CH2:37][O:9]2)[CH:28]=[CH:29][CH:30]=[CH:31][CH:32]=1. The catalyst class is: 5.